This data is from Reaction yield outcomes from USPTO patents with 853,638 reactions. The task is: Predict the reaction yield, written as a fraction of the theoretical maximum amount of product (1.0 means a 100% yield; for example, 0.34 means a 34% yield). (1) The reactants are CN(C)[CH:3]=[CH:4][C:5]([C:7]1[S:11][C:10]([C:12]([OH:14])=[O:13])=[CH:9][CH:8]=1)=O.[C:16]1([CH3:26])[CH:21]=[CH:20][CH:19]=[C:18]([NH:22][C:23]([NH2:25])=[NH:24])[CH:17]=1.[OH-].[Na+]. The catalyst is COCCO.C(O)(=O)CC(CC(O)=O)(C(O)=O)O. The product is [C:16]1([CH3:26])[CH:21]=[CH:20][CH:19]=[C:18]([NH:22][C:23]2[N:25]=[C:5]([C:7]3[S:11][C:10]([C:12]([OH:14])=[O:13])=[CH:9][CH:8]=3)[CH:4]=[CH:3][N:24]=2)[CH:17]=1. The yield is 0.538. (2) The catalyst is CN(C=O)C.O. The product is [Br:52][C:53]1[CH:58]=[CH:57][CH:56]=[CH:55][C:54]=1[C:59]([N:61]1[CH2:62][CH2:63][N:64]([C:35](=[O:37])[CH2:34][C:33]([NH:32][C:29]2[CH:30]=[N:31][C:26]([C:20]3[CH:21]=[CH:22][CH:23]=[CH:24][CH:25]=3)=[CH:27][CH:28]=2)=[O:38])[CH2:65][CH2:66]1)=[O:60]. The reactants are C1C=CC2N(O)N=NC=2C=1.CCN(C(C)C)C(C)C.[C:20]1([C:26]2[N:31]=[CH:30][C:29]([NH:32][C:33](=[O:38])[CH2:34][C:35]([OH:37])=O)=[CH:28][CH:27]=2)[CH:25]=[CH:24][CH:23]=[CH:22][CH:21]=1.CCN=C=NCCCN(C)C.Cl.Cl.[Br:52][C:53]1[CH:58]=[CH:57][CH:56]=[CH:55][C:54]=1[C:59]([N:61]1[CH2:66][CH2:65][NH:64][CH2:63][CH2:62]1)=[O:60]. The yield is 0.460. (3) The reactants are [CH:1]([C:3]1[CH:8]=[CH:7][C:6]([C:9]([O:11][CH3:12])=[O:10])=[CH:5][C:4]=1[C:13]([O:15][CH3:16])=[O:14])=[CH2:2].CC(N=NC(C#N)(C)C)(C#N)C.[C:29]([OH:32])(=[S:31])[CH3:30]. The catalyst is C1C=CC=CC=1.C([O-])(O)=O.[Na+]. The product is [C:29]([S:31][CH2:2][CH2:1][C:3]1[CH:8]=[CH:7][C:6]([C:9]([O:11][CH3:12])=[O:10])=[CH:5][C:4]=1[C:13]([O:15][CH3:16])=[O:14])(=[O:32])[CH3:30]. The yield is 0.270. (4) The reactants are [Si:1]([CH:8]1[C:12](=[CH:13][O:14][Si](C(C)(C)C)(C)C)[C:11]2[CH:22]=[CH:23][C:24]([O:30][CH3:31])=[C:25]([O:26][CH:27]([CH3:29])[CH3:28])[C:10]=2[O:9]1)([C:4]([CH3:7])([CH3:6])[CH3:5])([CH3:3])[CH3:2].Cl. The catalyst is CO. The product is [Si:1]([C:8]1[O:9][C:10]2[C:25]([O:26][CH:27]([CH3:28])[CH3:29])=[C:24]([O:30][CH3:31])[CH:23]=[CH:22][C:11]=2[C:12]=1[CH:13]=[O:14])([C:4]([CH3:6])([CH3:7])[CH3:5])([CH3:2])[CH3:3]. The yield is 0.480. (5) The reactants are [CH3:1][O:2][C:3]1[CH:4]=[C:5]([NH:15][C:16]2[N:20]=[C:19]([NH2:21])[NH:18][N:17]=2)[CH:6]=[CH:7][C:8]=1[N:9]1[CH:13]=[C:12]([CH3:14])[N:11]=[CH:10]1.[F:22][C:23]([F:36])([F:35])[C:24](=O)[CH2:25][C:26]([C:28]1[CH:33]=[N:32][CH:31]=[CH:30][N:29]=1)=O. The catalyst is C(O)(=O)C. The product is [CH3:1][O:2][C:3]1[CH:4]=[C:5]([NH:15][C:16]2[N:20]=[C:19]3[N:21]=[C:24]([C:23]([F:35])([F:36])[F:22])[CH:25]=[C:26]([C:28]4[CH:33]=[N:32][CH:31]=[CH:30][N:29]=4)[N:18]3[N:17]=2)[CH:6]=[CH:7][C:8]=1[N:9]1[CH:13]=[C:12]([CH3:14])[N:11]=[CH:10]1. The yield is 0.420. (6) The reactants are [C:1]([CH2:4][CH2:5][C:6]1[C:18]([CH2:19][CH2:20][CH2:21][CH2:22][CH2:23][CH2:24][O:25][C:26]2[CH:27]=[C:28]([C:33]3[CH:38]=[CH:37][CH:36]=[C:35]([F:39])[CH:34]=3)[CH:29]=[C:30](I)[CH:31]=2)=[CH:17][CH:16]=[CH:15][C:7]=1[O:8][CH2:9][CH2:10][CH2:11][C:12]([OH:14])=[O:13])([OH:3])=[O:2].[O:40]1[C:44]2[CH:45]=[CH:46][C:47](B(O)O)=[CH:48][C:43]=2[O:42][CH2:41]1. No catalyst specified. The product is [O:40]1[C:44]2[CH:45]=[CH:46][C:47]([C:30]3[CH:31]=[C:26]([O:25][CH2:24][CH2:23][CH2:22][CH2:21][CH2:20][CH2:19][C:18]4[C:6]([CH2:5][CH2:4][C:1]([OH:3])=[O:2])=[C:7]([CH:15]=[CH:16][CH:17]=4)[O:8][CH2:9][CH2:10][CH2:11][C:12]([OH:14])=[O:13])[CH:27]=[C:28]([C:33]4[CH:38]=[CH:37][CH:36]=[C:35]([F:39])[CH:34]=4)[CH:29]=3)=[CH:48][C:43]=2[O:42][CH2:41]1. The yield is 0.620. (7) The reactants are [Cl:1][C:2]1[C:7](F)=[CH:6][CH:5]=[CH:4][N:3]=1.[NH:9]1[CH:13]=[CH:12][CH:11]=[N:10]1.C([O-])([O-])=O.[K+].[K+].O. The catalyst is CN(C=O)C. The product is [Cl:1][C:2]1[C:7]([N:9]2[CH:13]=[CH:12][CH:11]=[N:10]2)=[CH:6][CH:5]=[CH:4][N:3]=1. The yield is 0.400.